From a dataset of Forward reaction prediction with 1.9M reactions from USPTO patents (1976-2016). Predict the product of the given reaction. (1) Given the reactants [CH3:1][O:2][C:3]([C:5]1[CH2:6][N:7]([C:28]([O:30][C:31]([CH3:34])([CH3:33])[CH3:32])=[O:29])[CH2:8][CH2:9][C:10]=1[C:11]1[CH:16]=[CH:15][C:14]([O:17][CH2:18][CH2:19][O:20][Si:21]([C:24]([CH3:27])([CH3:26])[CH3:25])([CH3:23])[CH3:22])=[CH:13][CH:12]=1)=[O:4].Cl, predict the reaction product. The product is: [CH3:1][O:2][C:3]([CH:5]1[CH:10]([C:11]2[CH:16]=[CH:15][C:14]([O:17][CH2:18][CH2:19][O:20][Si:21]([C:24]([CH3:27])([CH3:25])[CH3:26])([CH3:23])[CH3:22])=[CH:13][CH:12]=2)[CH2:9][CH2:8][N:7]([C:28]([O:30][C:31]([CH3:34])([CH3:33])[CH3:32])=[O:29])[CH2:6]1)=[O:4]. (2) Given the reactants [NH2:1][CH:2]1[CH2:7][CH2:6][N:5]([C:8]2[CH:9]=[N:10][C:11]([O:17][C:18]3[CH:23]=[CH:22][C:21]([O:24][C:25]4[CH:30]=[CH:29][CH:28]=[CH:27][CH:26]=4)=[CH:20][CH:19]=3)=[C:12]([C:14]([NH2:16])=[O:15])[CH:13]=2)[CH2:4][CH2:3]1.C(N(CC)C(C)C)(C)C.[C:40](Cl)(=[O:43])[CH:41]=[CH2:42], predict the reaction product. The product is: [C:40]([NH:1][CH:2]1[CH2:7][CH2:6][N:5]([C:8]2[CH:9]=[N:10][C:11]([O:17][C:18]3[CH:23]=[CH:22][C:21]([O:24][C:25]4[CH:30]=[CH:29][CH:28]=[CH:27][CH:26]=4)=[CH:20][CH:19]=3)=[C:12]([C:14]([NH2:16])=[O:15])[CH:13]=2)[CH2:4][CH2:3]1)(=[O:43])[CH:41]=[CH2:42]. (3) Given the reactants [C:1]([O:5][C@@H:6]([C:11]1[C:12]([CH3:28])=[N:13][C:14]2[N:15]([N:18]=[C:19]([C:21]3[CH:26]=[CH:25][CH:24]=[C:23]([Cl:27])[CH:22]=3)[CH:20]=2)[C:16]=1Cl)[C:7]([O:9][CH3:10])=[O:8])([CH3:4])([CH3:3])[CH3:2].[F:29][C:30]1[CH:31]=[C:32](B2OC(C)(C)C(C)(C)O2)[C:33]([CH3:40])=[C:34]2[C:39]=1[O:38][CH2:37][CH2:36][CH2:35]2.C([O-])([O-])=O.[K+].[K+], predict the reaction product. The product is: [C:1]([O:5][C@@H:6]([C:11]1[C:12]([CH3:28])=[N:13][C:14]2[N:15]([N:18]=[C:19]([C:21]3[CH:26]=[CH:25][CH:24]=[C:23]([Cl:27])[CH:22]=3)[CH:20]=2)[C:16]=1[C:32]1[C:33]([CH3:40])=[C:34]2[C:39](=[C:30]([F:29])[CH:31]=1)[O:38][CH2:37][CH2:36][CH2:35]2)[C:7]([O:9][CH3:10])=[O:8])([CH3:3])([CH3:4])[CH3:2]. (4) Given the reactants [CH3:1][O:2][C:3]1[CH:8]=[CH:7][C:6]([N:9]2[CH2:14][CH2:13][O:12][CH2:11][CH2:10]2)=[CH:5][C:4]=1[NH:15][C:16]([C:18]1[NH:19][CH:20]=[CH:21][N:22]=1)=[S:17].[OH-].[K+], predict the reaction product. The product is: [NH:22]1[CH:21]=[CH:20][N:19]=[C:18]1[C:16]1[S:17][C:5]2[C:6]([N:9]3[CH2:10][CH2:11][O:12][CH2:13][CH2:14]3)=[CH:7][CH:8]=[C:3]([O:2][CH3:1])[C:4]=2[N:15]=1. (5) Given the reactants [Cl:1][C:2]1[C:7]([C:8]2[CH:13]=[CH:12][C:11]([C:14]([F:17])([F:16])[F:15])=[CH:10][CH:9]=2)=[CH:6][C:5]([CH:18]([CH2:22][CH:23]2[CH2:25][CH2:24]2)[C:19]([O-:21])=[O:20])=[CH:4][C:3]=1[O:26][CH2:27][CH:28]1[CH2:30][CH2:29]1.[Li+].[OH-], predict the reaction product. The product is: [Cl:1][C:2]1[C:7]([C:8]2[CH:13]=[CH:12][C:11]([C:14]([F:17])([F:16])[F:15])=[CH:10][CH:9]=2)=[CH:6][C:5]([CH:18]([CH2:22][CH:23]2[CH2:25][CH2:24]2)[C:19]([OH:21])=[O:20])=[CH:4][C:3]=1[O:26][CH2:27][CH:28]1[CH2:30][CH2:29]1. (6) Given the reactants [NH2:1][C@:2]12[CH2:37][CH2:36][C@@H:35]([C:38]([CH3:40])=[CH2:39])[C@@H:3]1[C@@H:4]1[C@@:17]([CH3:20])([CH2:18][CH2:19]2)[C@@:16]2([CH3:21])[C@@H:7]([C@:8]3([CH3:34])[C@@H:13]([CH2:14][CH2:15]2)[C:12]([CH3:23])([CH3:22])[C:11]([C:24]2[CH:33]=[CH:32][C:27]([C:28]([O:30]C)=[O:29])=[CH:26][CH:25]=2)=[CH:10][CH2:9]3)[CH2:6][CH2:5]1.CN(C)CCC(N[C@]12CC[C@@H](C(C)=C)[C@@H]1[C@@H]1[C@@](C)(CC2)[C@@]2(C)[C@@H]([C@]3(C)[C@@H](CC2)C(C)(C)C(C2C=CC(C(O)=O)=CC=2)=CC3)CC1)=O.[CH3:87][O:88][CH2:89][CH2:90][N:91]([CH3:96])[CH2:92][C:93](O)=[O:94], predict the reaction product. The product is: [CH3:87][O:88][CH2:89][CH2:90][N:91]([CH3:96])[CH2:92][C:93]([NH:1][C@:2]12[CH2:37][CH2:36][C@@H:35]([C:38]([CH3:40])=[CH2:39])[C@@H:3]1[C@@H:4]1[C@@:17]([CH3:20])([CH2:18][CH2:19]2)[C@@:16]2([CH3:21])[C@@H:7]([C@:8]3([CH3:34])[C@@H:13]([CH2:14][CH2:15]2)[C:12]([CH3:23])([CH3:22])[C:11]([C:24]2[CH:25]=[CH:26][C:27]([C:28]([OH:30])=[O:29])=[CH:32][CH:33]=2)=[CH:10][CH2:9]3)[CH2:6][CH2:5]1)=[O:94].